Dataset: Forward reaction prediction with 1.9M reactions from USPTO patents (1976-2016). Task: Predict the product of the given reaction. (1) Given the reactants [Br:1][C:2]1[CH:3]=[C:4]2[C:8](=[CH:9][CH:10]=1)[NH:7][C:6](=[O:11])/[C:5]/2=[CH:12]\[C:13]1[NH:17][C:16]2[CH2:18][CH2:19][CH2:20][CH2:21][CH2:22][C:15]=2[C:14]=1[CH2:23][CH2:24][C:25]([OH:27])=O.[NH2:28][CH2:29][CH2:30][N:31]1[CH2:36][CH2:35][O:34][CH2:33][CH2:32]1.CN(C)CCCN=C=NCC.ON1C2C=CC=CC=2N=N1, predict the reaction product. The product is: [Br:1][C:2]1[CH:3]=[C:4]2[C:8](=[CH:9][CH:10]=1)[NH:7][C:6](=[O:11])/[C:5]/2=[CH:12]\[C:13]1[NH:17][C:16]2[CH2:18][CH2:19][CH2:20][CH2:21][CH2:22][C:15]=2[C:14]=1[CH2:23][CH2:24][C:25]([NH:28][CH2:29][CH2:30][N:31]1[CH2:36][CH2:35][O:34][CH2:33][CH2:32]1)=[O:27]. (2) Given the reactants [F:1][C:2]([F:12])([F:11])[C:3]1[C:8]([C:9]#[N:10])=[CH:7][N:6]=[CH:5][CH:4]=1.N, predict the reaction product. The product is: [F:11][C:2]([F:1])([F:12])[C:3]1[CH:4]=[CH:5][N:6]=[CH:7][C:8]=1[CH2:9][NH2:10].